This data is from Peptide-MHC class I binding affinity with 185,985 pairs from IEDB/IMGT. The task is: Regression. Given a peptide amino acid sequence and an MHC pseudo amino acid sequence, predict their binding affinity value. This is MHC class I binding data. (1) The peptide sequence is FPPTSFGPL. The MHC is HLA-A26:01 with pseudo-sequence HLA-A26:01. The binding affinity (normalized) is 0.0847. (2) The peptide sequence is QWSLFFFVY. The MHC is HLA-A24:02 with pseudo-sequence HLA-A24:02. The binding affinity (normalized) is 0.0110. (3) The peptide sequence is LVSTQEFRY. The MHC is HLA-A26:01 with pseudo-sequence HLA-A26:01. The binding affinity (normalized) is 0.309. (4) The peptide sequence is HPSPLLTEGF. The MHC is H-2-Kb with pseudo-sequence H-2-Kb. The binding affinity (normalized) is 0.0138. (5) The peptide sequence is YREAGIPVL. The MHC is HLA-A11:01 with pseudo-sequence HLA-A11:01. The binding affinity (normalized) is 0.0847. (6) The peptide sequence is IVKYKQYLK. The MHC is HLA-B15:01 with pseudo-sequence HLA-B15:01. The binding affinity (normalized) is 0.0847. (7) The peptide sequence is LRLANLTEI. The MHC is H-2-Db with pseudo-sequence H-2-Db. The binding affinity (normalized) is 0.393. (8) The peptide sequence is RQQELLRLTVW. The MHC is Mamu-B52 with pseudo-sequence Mamu-B52. The binding affinity (normalized) is 0.557. (9) The peptide sequence is SPAIFQYTM. The MHC is HLA-A02:06 with pseudo-sequence HLA-A02:06. The binding affinity (normalized) is 0.